This data is from Full USPTO retrosynthesis dataset with 1.9M reactions from patents (1976-2016). The task is: Predict the reactants needed to synthesize the given product. Given the product [CH3:15][C:12]([NH:11][S:8]([C:3]1[CH:4]=[CH:5][CH:6]=[CH:7][C:2]=1[CH2:19][CH:18]=[CH2:17])(=[O:10])=[O:9])([CH3:16])[CH2:13][CH3:14], predict the reactants needed to synthesize it. The reactants are: Br[C:2]1[CH:7]=[CH:6][CH:5]=[CH:4][C:3]=1[S:8]([NH:11][C:12]([CH3:16])([CH3:15])[CH2:13][CH3:14])(=[O:10])=[O:9].[CH2:17]([Sn](CCCC)(CCCC)CCCC)[CH:18]=[CH2:19].